Dataset: Catalyst prediction with 721,799 reactions and 888 catalyst types from USPTO. Task: Predict which catalyst facilitates the given reaction. Reactant: [NH2:1][C:2]1[CH:7]=[CH:6][CH:5]=[CH:4][C:3]=1[CH:8]1[N:13]2[N:14]=[C:15]([C:19]3[CH:24]=[CH:23][C:22]([OH:25])=[CH:21][CH:20]=3)[C:16]([C:17]#[N:18])=[C:12]2[NH:11][CH2:10][CH2:9]1.Br[CH2:27][CH:28]1[CH2:30][CH2:29]1.C([O-])([O-])=O.[K+].[K+]. Product: [NH2:1][C:2]1[CH:7]=[CH:6][CH:5]=[CH:4][C:3]=1[CH:8]1[N:13]2[N:14]=[C:15]([C:19]3[CH:20]=[CH:21][C:22]([O:25][CH2:27][CH:28]4[CH2:30][CH2:29]4)=[CH:23][CH:24]=3)[C:16]([C:17]#[N:18])=[C:12]2[NH:11][CH2:10][CH2:9]1. The catalyst class is: 21.